Dataset: hERG Central: cardiac toxicity at 1µM, 10µM, and general inhibition. Task: Predict hERG channel inhibition at various concentrations. (1) The drug is CCOc1ccccc1NC(=O)CSc1nnc(-c2ccco2)n1Cc1ccco1. Results: hERG_inhib (hERG inhibition (general)): blocker. (2) The compound is CCNC(=S)N1CCN(CC(=O)Nc2ccc(Br)cc2)CC1. Results: hERG_inhib (hERG inhibition (general)): blocker.